From a dataset of Catalyst prediction with 721,799 reactions and 888 catalyst types from USPTO. Predict which catalyst facilitates the given reaction. (1) Reactant: [CH2:1]([N:8]1[CH:13]=[C:12]([C:14]2[C:15]([CH3:20])=[N:16][O:17][C:18]=2[CH3:19])[CH:11]=[C:10](Cl)[C:9]1=[O:22])[C:2]1[CH:7]=[CH:6][CH:5]=[CH:4][CH:3]=1.[F:23][C:24]1[CH:29]=[CH:28][C:27](B(O)O)=[CH:26][CH:25]=1.COC1C=CC=C(OC)C=1C1C=CC=CC=1P(C1CCCCC1)C1CCCCC1.[O-]P([O-])([O-])=O.[K+].[K+].[K+]. Product: [CH2:1]([N:8]1[CH:13]=[C:12]([C:14]2[C:15]([CH3:20])=[N:16][O:17][C:18]=2[CH3:19])[CH:11]=[C:10]([C:27]2[CH:28]=[CH:29][C:24]([F:23])=[CH:25][CH:26]=2)[C:9]1=[O:22])[C:2]1[CH:7]=[CH:6][CH:5]=[CH:4][CH:3]=1. The catalyst class is: 222. (2) Reactant: [Br:1][C:2]1[CH:3]=[CH:4][C:5]([OH:11])=[C:6]([C:8](=[O:10])[CH3:9])[CH:7]=1.[CH3:12][CH:13]([CH3:17])[CH2:14][CH:15]=O.N1CCCC1.Cl. Product: [Br:1][C:2]1[CH:7]=[C:6]2[C:5](=[CH:4][CH:3]=1)[O:11][CH:15]([CH2:14][CH:13]([CH3:17])[CH3:12])[CH2:9][C:8]2=[O:10]. The catalyst class is: 513. (3) Reactant: C1N=CN([C:6](N2C=NC=C2)=[O:7])C=1.[NH2:13][C:14]1[N:18]([C:19]2[CH:24]=[CH:23][C:22]([P:25]3(=[O:30])[CH2:29][CH2:28][CH2:27][CH2:26]3)=[CH:21][CH:20]=2)[N:17]=[C:16]([C:31]([CH3:34])([CH3:33])[CH3:32])[CH:15]=1.[NH2:35][C:36]1[C:45]2[C:40](=[CH:41][CH:42]=[CH:43][CH:44]=2)[C:39]([O:46][C:47]2[CH:52]=[CH:51][N:50]=[C:49]([NH:53][C:54]3[CH:59]=[CH:58][CH:57]=[CH:56][CH:55]=3)[N:48]=2)=[CH:38][CH:37]=1. Product: [C:31]([C:16]1[CH:15]=[C:14]([NH:13][C:6]([NH:35][C:36]2[C:45]3[C:40](=[CH:41][CH:42]=[CH:43][CH:44]=3)[C:39]([O:46][C:47]3[CH:52]=[CH:51][N:50]=[C:49]([NH:53][C:54]4[CH:55]=[CH:56][CH:57]=[CH:58][CH:59]=4)[N:48]=3)=[CH:38][CH:37]=2)=[O:7])[N:18]([C:19]2[CH:20]=[CH:21][C:22]([P:25]3(=[O:30])[CH2:26][CH2:27][CH2:28][CH2:29]3)=[CH:23][CH:24]=2)[N:17]=1)([CH3:34])([CH3:33])[CH3:32]. The catalyst class is: 2.